From a dataset of Full USPTO retrosynthesis dataset with 1.9M reactions from patents (1976-2016). Predict the reactants needed to synthesize the given product. (1) Given the product [CH3:1][C@H:2]1[O:7][C@@H:6]([CH3:8])[CH2:5][N:4]([C:9]2[C:16]([F:17])=[C:15]([F:18])[C:14]([C:19]#[C:20][C:22]3[N:23]=[CH:24][N:25]([CH3:27])[CH:26]=3)=[CH:13][C:10]=2[CH:11]=[O:12])[CH2:3]1, predict the reactants needed to synthesize it. The reactants are: [CH3:1][C@H:2]1[O:7][C@@H:6]([CH3:8])[CH2:5][N:4]([C:9]2[C:16]([F:17])=[C:15]([F:18])[C:14]([C:19]#[CH:20])=[CH:13][C:10]=2[CH:11]=[O:12])[CH2:3]1.Br[C:22]1[N:23]=[CH:24][N:25]([CH3:27])[CH:26]=1. (2) The reactants are: [F:1][C:2]1[CH:7]=[C:6]([I:8])[CH:5]=[CH:4][C:3]=1[NH:9][C:10](=[O:38])[C@@H:11]([N:17]1[C:21](=[O:22])[C@@H:20]([C:23]2[CH:28]=[CH:27][C:26]([O:29][CH2:30][CH2:31][O:32]C(C)(C)C)=[CH:25][CH:24]=2)[NH:19][C:18]1=[O:37])[CH2:12][C:13]([CH3:16])([CH3:15])[CH3:14].C[Si](I)(C)C.CO. Given the product [F:1][C:2]1[CH:7]=[C:6]([I:8])[CH:5]=[CH:4][C:3]=1[NH:9][C:10](=[O:38])[C@@H:11]([N:17]1[C:21](=[O:22])[C@@H:20]([C:23]2[CH:24]=[CH:25][C:26]([O:29][CH2:30][CH2:31][OH:32])=[CH:27][CH:28]=2)[NH:19][C:18]1=[O:37])[CH2:12][C:13]([CH3:16])([CH3:14])[CH3:15], predict the reactants needed to synthesize it. (3) Given the product [CH:1]([N:4]1[C:8]2[C:13](=[CH:12][C:11]3[O:14][CH2:15][O:16][C:10]=3[CH:9]=2)[CH:27]([C:18]2[CH:19]=[CH:20][C:21]3[C:26](=[CH:25][CH:24]=[CH:23][CH:22]=3)[CH:17]=2)[NH:7][C:5]1=[O:6])([CH3:3])[CH3:2], predict the reactants needed to synthesize it. The reactants are: [CH:1]([N:4]([C:8]1[CH:13]=[CH:12][C:11]2[O:14][CH2:15][O:16][C:10]=2[CH:9]=1)[C:5]([NH2:7])=[O:6])([CH3:3])[CH3:2].[CH:17]1[C:26]2[C:21](=[CH:22][CH:23]=[CH:24][CH:25]=2)[CH:20]=[CH:19][C:18]=1[CH:27]=O. (4) Given the product [C:1]([NH:4][C@@H:5]([CH2:10][C:11]1[CH:16]=[CH:15][C:14]([Sn:19]([CH3:25])([CH3:24])[CH3:18])=[CH:13][CH:12]=1)[C:6]([O:8][CH3:9])=[O:7])(=[O:3])[CH3:2], predict the reactants needed to synthesize it. The reactants are: [C:1]([NH:4][C@@H:5]([CH2:10][C:11]1[CH:16]=[CH:15][C:14](I)=[CH:13][CH:12]=1)[C:6]([O:8][CH3:9])=[O:7])(=[O:3])[CH3:2].[CH3:18][Sn:19]([CH3:25])([CH3:24])[Sn:19]([CH3:25])([CH3:24])[CH3:18].C1(P(C2C=CC=CC=2)C2C=CC=CC=2)C=CC=CC=1. (5) Given the product [Cl:1][C:2]1[CH:26]=[CH:25][C:5]([CH2:6][N:7]2[C:15]3[C:10](=[CH:11][C:12]([CH:16]=[C:17]4[S:21][C:20]([N:32]([CH2:33][CH2:34][OH:35])[CH3:31])=[N:19][C:18]4=[O:24])=[CH:13][CH:14]=3)[CH:9]=[N:8]2)=[C:4]([C:27]([F:30])([F:29])[F:28])[CH:3]=1, predict the reactants needed to synthesize it. The reactants are: [Cl:1][C:2]1[CH:26]=[CH:25][C:5]([CH2:6][N:7]2[C:15]3[C:10](=[CH:11][C:12]([CH:16]=[C:17]4[S:21][CH:20](SC)[NH:19][C:18]4=[O:24])=[CH:13][CH:14]=3)[CH:9]=[N:8]2)=[C:4]([C:27]([F:30])([F:29])[F:28])[CH:3]=1.[CH3:31][NH:32][CH2:33][CH2:34][OH:35].